This data is from Forward reaction prediction with 1.9M reactions from USPTO patents (1976-2016). The task is: Predict the product of the given reaction. Given the reactants [CH:1]([C:3]1[CH:8]=[CH:7][C:6]([CH:9]([CH3:17])[C:10]([O:12][C:13]([CH3:16])([CH3:15])[CH3:14])=[O:11])=[CH:5][CH:4]=1)=O.[O:18]=[C:19]1[CH2:24][CH2:23][CH2:22][S:21][CH2:20]1, predict the reaction product. The product is: [O:18]=[C:19]1[CH2:24][CH2:23][CH2:22][S:21][C:20]1=[CH:1][C:3]1[CH:8]=[CH:7][C:6]([CH:9]([CH3:17])[C:10]([O:12][C:13]([CH3:16])([CH3:15])[CH3:14])=[O:11])=[CH:5][CH:4]=1.